From a dataset of Forward reaction prediction with 1.9M reactions from USPTO patents (1976-2016). Predict the product of the given reaction. (1) The product is: [F:9][C:10]1[CH:11]=[CH:12][C:13]([O:28][CH3:29])=[C:14]([C:16]([CH3:27])([CH3:26])[CH2:17][C:18]([C:21]([F:24])([F:23])[F:22])([OH:25])[CH:19]([OH:20])[CH3:5])[CH:15]=1. Given the reactants C[Mg]Cl.O1CCC[CH2:5]1.[F:9][C:10]1[CH:11]=[CH:12][C:13]([O:28][CH3:29])=[C:14]([C:16]([CH3:27])([CH3:26])[CH2:17][C:18]([OH:25])([C:21]([F:24])([F:23])[F:22])[CH:19]=[O:20])[CH:15]=1.[Cl-].[NH4+], predict the reaction product. (2) Given the reactants [CH3:1][O:2][C:3]1[CH:7]=[C:6]([C:8]([OH:10])=O)[O:5][N:4]=1.CN(C(ON1N=NC2C=CC=NC1=2)=[N+](C)C)C.F[P-](F)(F)(F)(F)F.[NH2:35][C@H:36]([CH2:45][C:46]1[CH:51]=[CH:50][C:49]([C:52]2[CH:57]=[C:56]([Cl:58])[CH:55]=[CH:54][C:53]=2[F:59])=[CH:48][CH:47]=1)[CH2:37][C@:38]([CH2:43][OH:44])([CH3:42])[C:39]([OH:41])=[O:40].CCN(C(C)C)C(C)C, predict the reaction product. The product is: [Cl:58][C:56]1[CH:55]=[CH:54][C:53]([F:59])=[C:52]([C:49]2[CH:48]=[CH:47][C:46]([CH2:45][C@@H:36]([NH:35][C:8]([C:6]3[O:5][N:4]=[C:3]([O:2][CH3:1])[CH:7]=3)=[O:10])[CH2:37][C@:38]([CH2:43][OH:44])([CH3:42])[C:39]([OH:41])=[O:40])=[CH:51][CH:50]=2)[CH:57]=1. (3) Given the reactants CC(C)([O-])C.[Na+].CC1(C)C2C(=C(P(C3C=CC=CC=3)C3C=CC=CC=3)C=CC=2)OC2C(P(C3C=CC=CC=3)C3C=CC=CC=3)=CC=CC1=2.[Cl:49][C:50]1[CH:51]=[C:52]([C:57]2([C:62]([F:65])([F:64])[F:63])[CH2:61][CH2:60][NH:59][CH2:58]2)[CH:53]=[C:54]([Cl:56])[CH:55]=1.[Cl:66][C:67]1[CH:84]=[C:83](I)[CH:82]=[CH:81][C:68]=1[CH2:69][N:70]1C(=O)C2C(=CC=CC=2)C1=O.NN, predict the reaction product. The product is: [Cl:66][C:67]1[CH:84]=[C:83]([N:59]2[CH2:60][CH2:61][C:57]([C:52]3[CH:51]=[C:50]([Cl:49])[CH:55]=[C:54]([Cl:56])[CH:53]=3)([C:62]([F:65])([F:64])[F:63])[CH2:58]2)[CH:82]=[CH:81][C:68]=1[CH2:69][NH2:70]. (4) The product is: [NH2:17][C@@H:14]1[CH2:15][CH2:16][C@H:11]([N:8]2[C:9](=[O:10])[C:4]3[CH:3]=[C:2]([F:1])[CH:40]=[N:39][C:5]=3[N:6]([C:26]3[CH:27]=[C:28]([C:32]4[CH:33]=[CH:34][C:35]([CH3:38])=[CH:36][CH:37]=4)[CH:29]=[CH:30][CH:31]=3)[C:7]2=[O:25])[CH2:12][CH2:13]1. Given the reactants [F:1][C:2]1[CH:40]=[N:39][C:5]2[N:6]([C:26]3[CH:27]=[C:28]([C:32]4[CH:37]=[CH:36][C:35]([CH3:38])=[CH:34][CH:33]=4)[CH:29]=[CH:30][CH:31]=3)[C:7](=[O:25])[N:8]([C@@H:11]3[CH2:16][CH2:15][C@H:14]([NH:17]C(=O)OC(C)(C)C)[CH2:13][CH2:12]3)[C:9](=[O:10])[C:4]=2[CH:3]=1.O1CCOCC1, predict the reaction product. (5) Given the reactants C(OCC)(=O)C.[CH2:7]([O:14][C:15]([NH:17][C@@H:18]([CH2:27][C:28]1[CH:33]=[CH:32][CH:31]=[CH:30][CH:29]=1)[C@H:19]([OH:26])[CH2:20][NH:21][CH2:22][CH:23]([CH3:25])[CH3:24])=[O:16])[C:8]1[CH:13]=[CH:12][CH:11]=[CH:10][CH:9]=1.C(N(CC)CC)C.[N+:41]([C:44]1[CH:49]=[CH:48][C:47]([S:50](Cl)(=[O:52])=[O:51])=[CH:46][CH:45]=1)([O-:43])=[O:42], predict the reaction product. The product is: [CH2:7]([O:14][C:15]([NH:17][C@@H:18]([CH2:27][C:28]1[CH:29]=[CH:30][CH:31]=[CH:32][CH:33]=1)[C@H:19]([OH:26])[CH2:20][N:21]([CH2:22][CH:23]([CH3:25])[CH3:24])[S:50]([C:47]1[CH:46]=[CH:45][C:44]([N+:41]([O-:43])=[O:42])=[CH:49][CH:48]=1)(=[O:51])=[O:52])=[O:16])[C:8]1[CH:9]=[CH:10][CH:11]=[CH:12][CH:13]=1.